Dataset: Reaction yield outcomes from USPTO patents with 853,638 reactions. Task: Predict the reaction yield, written as a fraction of the theoretical maximum amount of product (1.0 means a 100% yield; for example, 0.34 means a 34% yield). (1) The reactants are [F:1][C:2]1[CH:9]=[CH:8][C:5]([CH:6]=[O:7])=[CH:4][C:3]=1[O:10]C.B(Br)(Br)Br. The catalyst is C(Cl)Cl. The product is [F:1][C:2]1[CH:9]=[CH:8][C:5]([CH:6]=[O:7])=[CH:4][C:3]=1[OH:10]. The yield is 0.850. (2) The reactants are [C:1]1([C:7]([C:10]2[CH:15]=[CH:14][CH:13]=[CH:12][CH:11]=2)=[N:8][OH:9])[CH:6]=[CH:5][CH:4]=[CH:3][CH:2]=1.Cl.Cl[CH2:18][CH2:19][N:20]([CH3:22])[CH3:21].[OH-].[K+]. The catalyst is CS(C)=O.O. The product is [CH3:21][N:20]([CH3:22])[CH2:19][CH2:18][O:9][N:8]=[C:7]([C:10]1[CH:15]=[CH:14][CH:13]=[CH:12][CH:11]=1)[C:1]1[CH:2]=[CH:3][CH:4]=[CH:5][CH:6]=1. The yield is 0.260. (3) The reactants are [Se](O)(O)=[O:2].[CH2:5]([O:7][C:8](=[O:22])[CH2:9][C:10]1[C:11]([Cl:21])=[CH:12][CH:13]=[C:14]2[C:19]=1[N:18]=[C:17]([CH3:20])[CH:16]=[CH:15]2)[CH3:6]. The catalyst is O1CCOCC1.O. The product is [CH2:5]([O:7][C:8](=[O:22])[CH2:9][C:10]1[C:11]([Cl:21])=[CH:12][CH:13]=[C:14]2[C:19]=1[N:18]=[C:17]([CH:20]=[O:2])[CH:16]=[CH:15]2)[CH3:6]. The yield is 0.770. (4) The reactants are [OH:1][C:2]1[C:3](=[O:29])[C:4]([C:18]2[N:22]([C:23]3[CH:28]=[CH:27][CH:26]=[CH:25][CH:24]=3)[N:21]=[CH:20][CH:19]=2)=[N:5][N:6]([C:8]2[CH:13]=[CH:12][CH:11]=[C:10]([C:14]([F:17])([F:16])[F:15])[CH:9]=2)[CH:7]=1.Br[CH2:31][CH:32]1[CH2:34][CH2:33]1.C([O-])([O-])=O.[K+].[K+].O. The catalyst is CN(C=O)C. The product is [CH:32]1([CH2:31][O:1][C:2]2[C:3](=[O:29])[C:4]([C:18]3[N:22]([C:23]4[CH:24]=[CH:25][CH:26]=[CH:27][CH:28]=4)[N:21]=[CH:20][CH:19]=3)=[N:5][N:6]([C:8]3[CH:13]=[CH:12][CH:11]=[C:10]([C:14]([F:16])([F:15])[F:17])[CH:9]=3)[CH:7]=2)[CH2:34][CH2:33]1. The yield is 0.910. (5) The reactants are [F:1][CH:2]([F:13])[O:3][C:4]1[C:5]([N+:10]([O-])=O)=[N:6][CH:7]=[CH:8][CH:9]=1.[Cl-].[NH4+]. The catalyst is C(O)C.O.[Fe]. The product is [F:13][CH:2]([F:1])[O:3][C:4]1[C:5]([NH2:10])=[N:6][CH:7]=[CH:8][CH:9]=1. The yield is 0.550. (6) The reactants are [H-].[Na+].[CH2:3]([O:5][C:6](=[O:23])[CH:7]([O:20][CH2:21][CH3:22])[CH2:8][C:9]1[C:18]2[CH2:17][CH2:16][CH2:15][CH2:14][C:13]=2[C:12]([OH:19])=[CH:11][CH:10]=1)[CH3:4].Cl[CH2:25][C:26]1[N:27]=[C:28]([C:32]2[CH:37]=[CH:36][C:35]([CH:38]([CH3:40])[CH3:39])=[CH:34][CH:33]=2)[O:29][C:30]=1[CH3:31].C(C1C=CC(C=O)=CC=1)(C)C.O=P(Cl)(Cl)Cl. The catalyst is CN(C)C=O.O. The product is [CH2:3]([O:5][C:6](=[O:23])[CH:7]([O:20][CH2:21][CH3:22])[CH2:8][C:9]1[C:18]2[CH2:17][CH2:16][CH2:15][CH2:14][C:13]=2[C:12]([O:19][CH2:25][C:26]2[N:27]=[C:28]([C:32]3[CH:33]=[CH:34][C:35]([CH:38]([CH3:40])[CH3:39])=[CH:36][CH:37]=3)[O:29][C:30]=2[CH3:31])=[CH:11][CH:10]=1)[CH3:4]. The yield is 0.670. (7) The reactants are [F:1][C:2]([F:22])([F:21])[C:3]1[O:7][C:6]([CH:8]2[CH2:13][CH2:12][N:11](C(OC(C)(C)C)=O)[CH2:10][CH2:9]2)=[N:5][N:4]=1.Cl.[OH-].[Na+]. No catalyst specified. The product is [NH:11]1[CH2:12][CH2:13][CH:8]([C:6]2[O:7][C:3]([C:2]([F:21])([F:1])[F:22])=[N:4][N:5]=2)[CH2:9][CH2:10]1. The yield is 0.350. (8) The reactants are IC.[F:3][C:4]1[CH:12]=[CH:11][C:7]([C:8]([OH:10])=[O:9])=[C:6]([N+:13]([O-:15])=[O:14])[CH:5]=1.[C:16]([O-])([O-])=O.[K+].[K+].O. The catalyst is CN(C=O)C. The product is [CH3:16][O:9][C:8](=[O:10])[C:7]1[CH:11]=[CH:12][C:4]([F:3])=[CH:5][C:6]=1[N+:13]([O-:15])=[O:14]. The yield is 0.803. (9) The reactants are [N:1]#[C:2]Br.[Br:4][C:5]1[CH:10]=[CH:9][C:8]([NH:11][C:12]2[C:13]([C:21]([NH:23][NH2:24])=[O:22])=[CH:14][N:15]([CH3:20])[C:16](=[O:19])[C:17]=2[F:18])=[C:7]([F:25])[CH:6]=1.C([O-])(O)=O.[Na+]. The catalyst is O1CCOCC1.O. The product is [NH2:1][C:2]1[O:22][C:21]([C:13]2[C:12]([NH:11][C:8]3[CH:9]=[CH:10][C:5]([Br:4])=[CH:6][C:7]=3[F:25])=[C:17]([F:18])[C:16](=[O:19])[N:15]([CH3:20])[CH:14]=2)=[N:23][N:24]=1. The yield is 0.890. (10) The reactants are [NH:1]1[CH:5]=[CH:4][C:3]([CH:6]=[O:7])=[N:2]1.C(=O)([O-])[O-].[K+].[K+].[CH2:14](Br)[CH:15]=[CH2:16].O. The product is [CH2:16]([N:2]1[C:3]([CH:6]=[O:7])=[CH:4][CH:5]=[N:1]1)[CH:15]=[CH2:14]. The yield is 0.100. The catalyst is CN(C=O)C.